Dataset: Forward reaction prediction with 1.9M reactions from USPTO patents (1976-2016). Task: Predict the product of the given reaction. Given the reactants [C:1]([O:5][C:6]([N:8]1[CH2:12][CH2:11][CH2:10][C@H:9]1[C:13]1[O:14][CH2:15][C@@H:16]([C:18]2[CH:23]=[CH:22][CH:21]=[CH:20][CH:19]=2)[N:17]=1)=[O:7])([CH3:4])([CH3:3])[CH3:2], predict the reaction product. The product is: [C:1]([O:5][C:6]([N:8]1[CH2:12][CH2:11][CH2:10][C@H:9]1[C:13]1[O:14][CH:15]=[C:16]([C:18]2[CH:23]=[CH:22][CH:21]=[CH:20][CH:19]=2)[N:17]=1)=[O:7])([CH3:4])([CH3:2])[CH3:3].